Dataset: Forward reaction prediction with 1.9M reactions from USPTO patents (1976-2016). Task: Predict the product of the given reaction. Given the reactants O1CCOCC1.Cl[C:8]1[CH:13]=[C:12]([CH:14]([S:23][C:24]2[CH:29]=[CH:28][C:27]([Cl:30])=[CH:26][CH:25]=2)[C:15]2[CH:20]=[C:19]([F:21])[CH:18]=[CH:17][C:16]=2[F:22])[C:11]([Cl:31])=[CH:10][N:9]=1.[NH2:32][CH2:33][CH2:34][O:35][CH2:36][CH2:37][OH:38], predict the reaction product. The product is: [Cl:31][C:11]1[C:12]([CH:14]([S:23][C:24]2[CH:29]=[CH:28][C:27]([Cl:30])=[CH:26][CH:25]=2)[C:15]2[CH:20]=[C:19]([F:21])[CH:18]=[CH:17][C:16]=2[F:22])=[CH:13][C:8]([NH:32][CH2:33][CH2:34][O:35][CH2:36][CH2:37][OH:38])=[N:9][CH:10]=1.